From a dataset of Full USPTO retrosynthesis dataset with 1.9M reactions from patents (1976-2016). Predict the reactants needed to synthesize the given product. (1) Given the product [Cl:2][C:3]1[N:8]=[CH:7][C:6]([C:9]2[NH:10][C:21](=[O:22])[C:20]([CH:19]([NH:18][C:15](=[O:17])[CH3:16])[CH3:27])=[N:13][N:11]=2)=[CH:5][CH:4]=1, predict the reactants needed to synthesize it. The reactants are: Cl.[Cl:2][C:3]1[N:8]=[CH:7][C:6]([C:9](=[NH:11])[NH2:10])=[CH:5][CH:4]=1.O.[NH2:13]N.[C:15]([NH:18][CH:19]([CH3:27])[C:20](=O)[C:21](OCC)=[O:22])(=[O:17])[CH3:16]. (2) Given the product [O:24]=[C:3]1[C@H:2]([NH:1][C:35]([N:60]2[CH2:61][CH2:62][CH:57]([N:49]3[C:50]4[CH:55]=[CH:54][N:53]=[CH:52][C:51]=4[NH:56][C:48]3=[O:47])[CH2:58][CH2:59]2)=[O:36])[N:8]=[C:7]([C:9]2[CH:10]=[CH:11][CH:12]=[CH:13][CH:14]=2)[C:6]2[CH:15]=[CH:16][CH:17]=[CH:18][C:5]=2[N:4]1[CH2:19][C:20]([F:21])([F:23])[F:22], predict the reactants needed to synthesize it. The reactants are: [NH2:1][CH:2]1[N:8]=[C:7]([C:9]2[CH:14]=[CH:13][CH:12]=[CH:11][CH:10]=2)[C:6]2[CH:15]=[CH:16][CH:17]=[CH:18][C:5]=2[N:4]([CH2:19][C:20]([F:23])([F:22])[F:21])[C:3]1=[O:24].C1C([N+]([O-])=O)=CC=C([Cl-][C:35]([O-])=[O:36])C=1.C(N(CC)CC)C.Br.Br.[O:47]=[C:48]1[NH:56][C:51]2[CH:52]=[N:53][CH:54]=[CH:55][C:50]=2[N:49]1[CH:57]1[CH2:62][CH2:61][NH:60][CH2:59][CH2:58]1. (3) Given the product [CH2:27]([C:31]1[CH:32]=[CH:33][C:34]([C:37]2[O:41][N:40]=[C:39]([C:42]3[CH:47]=[CH:67][C:68]([CH2:71][NH:72][C@@H:73]4[CH2:74][C@H:75]([C:77]([OH:79])=[O:78])[CH2:76]4)=[CH:3][C:4]=3[CH3:5])[N:38]=2)=[CH:35][CH:36]=1)[CH:28]([CH3:29])[CH3:30], predict the reactants needed to synthesize it. The reactants are: CO[C:3](=O)[C:4]1C=CC(C2N=C(C3C=CC(CC(C)C)=CC=3)ON=2)=C(C)[CH:5]=1.[CH2:27]([C:31]1[CH:36]=[CH:35][C:34]([C:37]2[O:41][N:40]=[C:39]([C:42]3N=CC(C=O)=N[CH:47]=3)[N:38]=2)=[CH:33][CH:32]=1)[CH:28]([CH3:30])[CH3:29].C(C1C=CC(C2ON=C(C3N=[CH:67][C:68]([CH2:71][NH:72][C@@H:73]4[CH2:76][C@H:75]([C:77]([OH:79])=[O:78])[CH2:74]4)=NC=3)N=2)=CC=1)C(C)C. (4) Given the product [Br:21][C:18]1[CH:19]=[CH:20][C:15]([O:13][CH2:8][C:9]([F:12])([F:11])[F:10])=[N:16][CH:17]=1, predict the reactants needed to synthesize it. The reactants are: [H-].[Na+].CN(C=O)C.[CH2:8]([OH:13])[C:9]([F:12])([F:11])[F:10].Br[C:15]1[CH:20]=[CH:19][C:18]([Br:21])=[CH:17][N:16]=1. (5) Given the product [F:1][C:2]([F:14])([F:15])[C:3]([C:17]([F:19])([F:18])[F:16])([OH:13])/[CH:4]=[C:5](\[CH3:12])/[CH2:6][CH2:7][CH:8]=[C:9]([CH3:10])[CH3:11], predict the reactants needed to synthesize it. The reactants are: [F:1][C:2]([F:15])([F:14])[CH:3]([OH:13])/[CH:4]=[C:5](\[CH3:12])/[CH2:6][CH2:7][CH:8]=[C:9]([CH3:11])[CH3:10].[F:16][C:17]([Si](C)(C)C)([F:19])[F:18].[F-].[Cs+]. (6) Given the product [Br:19][C:20]1[CH:21]=[CH:22][C:23]([C@@H:26]2[CH2:28][C@H:27]2[NH2:29])=[CH:24][CH:25]=1, predict the reactants needed to synthesize it. The reactants are: C(OC1C=CC([C@@H]2C[C@H]2N)=CC=1)C1C=CC=CC=1.[Br:19][C:20]1[CH:25]=[CH:24][C:23]([C@@H:26]2[CH2:28][C@H:27]2[N+:29]([O-])=O)=[CH:22][CH:21]=1. (7) Given the product [F:26][C:27]1[N:28]=[CH:3][C:4]([C:9]2[N:13]3[C:14]4[N:22]=[C:21]([O:23][CH3:24])[CH:20]=[CH:19][C:15]=4[N:16]=[C:17]([CH3:18])[C:12]3=[C:11]([CH3:25])[N:10]=2)=[CH:5][C:32]=1[CH3:31], predict the reactants needed to synthesize it. The reactants are: ClC1[CH:3]=[C:4]([C:9]2[N:13]3[C:14]4[N:22]=[C:21]([O:23][CH3:24])[CH:20]=[CH:19][C:15]=4[N:16]=[C:17]([CH3:18])[C:12]3=[C:11]([CH3:25])[N:10]=2)[CH:5]=C(Cl)C=1.[F:26][C:27]1[C:32](C)=[CH:31]C(B(O)O)=C[N:28]=1.